This data is from Full USPTO retrosynthesis dataset with 1.9M reactions from patents (1976-2016). The task is: Predict the reactants needed to synthesize the given product. (1) Given the product [Br:1][C:2]1[CH:8]=[CH:7][C:5]([NH:6][C:12](=[NH:13])[CH2:11][CH:10]([CH3:14])[CH3:9])=[CH:4][CH:3]=1, predict the reactants needed to synthesize it. The reactants are: [Br:1][C:2]1[CH:8]=[CH:7][C:5]([NH2:6])=[CH:4][CH:3]=1.[CH3:9][CH:10]([CH3:14])[CH2:11][C:12]#[N:13].[Al+3].[Cl-].[Cl-].[Cl-]. (2) Given the product [N:22]1([C:2]2[CH:3]=[C:4]3[C:9](=[CH:10][C:11]=2[N+:12]([O-:14])=[O:13])[NH:8][C:7](=[O:15])[N:6]([NH:16][S:17]([CH3:20])(=[O:19])=[O:18])[C:5]3=[O:21])[CH2:27][CH2:26][O:25][CH2:24][CH2:23]1, predict the reactants needed to synthesize it. The reactants are: F[C:2]1[CH:3]=[C:4]2[C:9](=[CH:10][C:11]=1[N+:12]([O-:14])=[O:13])[NH:8][C:7](=[O:15])[N:6]([NH:16][S:17]([CH3:20])(=[O:19])=[O:18])[C:5]2=[O:21].[NH:22]1[CH2:27][CH2:26][O:25][CH2:24][CH2:23]1.C(O)(=O)C. (3) Given the product [F:47][C:44]([F:45])([F:46])[C:39]([C:36]1[CH:35]=[CH:34][C:33]([CH2:32][N:29]2[CH2:28][CH2:27][N:26]([C:24]([C:20]3[CH:19]=[C:18]([NH:17][C:8]([NH:7][C:4]4[CH:3]=[CH:2][N:1]=[CH:6][CH:5]=4)=[O:16])[CH:23]=[CH:22][CH:21]=3)=[O:25])[CH2:31][CH2:30]2)=[CH:38][CH:37]=1)([OH:48])[C:40]([F:43])([F:42])[F:41], predict the reactants needed to synthesize it. The reactants are: [N:1]1[CH:6]=[CH:5][C:4]([NH:7][C:8](=[O:16])OC2C=CC=CC=2)=[CH:3][CH:2]=1.[NH2:17][C:18]1[CH:19]=[C:20]([C:24]([N:26]2[CH2:31][CH2:30][N:29]([CH2:32][C:33]3[CH:38]=[CH:37][C:36]([C:39]([OH:48])([C:44]([F:47])([F:46])[F:45])[C:40]([F:43])([F:42])[F:41])=[CH:35][CH:34]=3)[CH2:28][CH2:27]2)=[O:25])[CH:21]=[CH:22][CH:23]=1. (4) The reactants are: CC1C=CC(S([O:11][CH2:12][CH:13]2[CH2:17][CH2:16][CH2:15][O:14]2)(=O)=O)=CC=1.C1(O)C=CC=CC=1.[OH:25][C@@H:26]([C:37]1[CH:42]=[CH:41][CH:40]=[C:39](O)[CH:38]=1)[CH2:27][CH2:28][NH:29][C:30](=[O:36])[O:31][C:32]([CH3:35])([CH3:34])[CH3:33]. Given the product [OH:25][C@@H:26]([C:37]1[CH:38]=[CH:39][CH:40]=[C:41]([O:11][CH2:12][CH:13]2[CH2:17][CH2:16][CH2:15][O:14]2)[CH:42]=1)[CH2:27][CH2:28][NH:29][C:30](=[O:36])[O:31][C:32]([CH3:35])([CH3:34])[CH3:33], predict the reactants needed to synthesize it.